This data is from Forward reaction prediction with 1.9M reactions from USPTO patents (1976-2016). The task is: Predict the product of the given reaction. (1) Given the reactants [CH3:1][C:2]1[N:12]=[C:11]([C:13]2[CH:18]=[CH:17][CH:16]=[CH:15][CH:14]=2)[CH:10]=[CH:9][C:3]=1[C:4]([O:6]CC)=[O:5].[OH-].[Na+], predict the reaction product. The product is: [CH3:1][C:2]1[N:12]=[C:11]([C:13]2[CH:18]=[CH:17][CH:16]=[CH:15][CH:14]=2)[CH:10]=[CH:9][C:3]=1[C:4]([OH:6])=[O:5]. (2) Given the reactants [CH2:1]([O:3][C:4](=[O:22])[C:5]1[CH:10]=[CH:9][C:8]([NH:11][C:12]2[C:13]3[N:14]([CH:19]=[CH:20][N:21]=3)[CH:15]=[C:16](Br)[N:17]=2)=[CH:7][CH:6]=1)[CH3:2].S(O)(O)(=O)=O.[NH2:28][C:29]1[CH:30]=[C:31](B(O)O)[CH:32]=[CH:33][CH:34]=1.[NH2:28][C:29]1[CH:34]=[C:33](B(O)O)[CH:32]=[CH:31][CH:30]=1.C(=O)([O-])[O-].[Na+].[Na+].C(COC)OC, predict the reaction product. The product is: [CH2:1]([O:3][C:4](=[O:22])[C:5]1[CH:10]=[CH:9][C:8]([NH:11][C:12]2[C:13]3[N:14]([CH:19]=[CH:20][N:21]=3)[CH:15]=[C:16]([C:33]3[CH:32]=[CH:31][CH:30]=[C:29]([NH2:28])[CH:34]=3)[N:17]=2)=[CH:7][CH:6]=1)[CH3:2]. (3) The product is: [Cl:19][C:6]1[S:7][C:8]2[CH:14]=[C:13]([N+:15]([O-:17])=[O:16])[CH:12]=[CH:11][C:9]=2[N:10]=1. Given the reactants N([O-])=O.[Na+].N[C:6]1[S:7][C:8]2[CH:14]=[C:13]([N+:15]([O-:17])=[O:16])[CH:12]=[CH:11][C:9]=2[N:10]=1.[Na+].[Cl-:19], predict the reaction product. (4) Given the reactants [CH3:1][CH:2](C)[CH:3]([C:10]1[CH:17]=[CH:16][C:15]([C:18]([F:21])([F:20])[F:19])=[CH:14][C:11]=1[CH:12]=O)[N:4]1[CH2:9][CH2:8][O:7][CH2:6][CH2:5]1.[NH2:23][C:24]1[CH:29]=[N:28][C:27]([Br:30])=[CH:26][N:25]=1.[BH4-].[Na+].C(OCC)(=O)C, predict the reaction product. The product is: [Br:30][C:27]1[N:28]=[CH:29][C:24]([NH:23][CH2:12][C:11]2[CH:14]=[C:15]([C:18]([F:21])([F:20])[F:19])[CH:16]=[CH:17][C:10]=2[CH:3]([N:4]2[CH2:5][CH2:6][O:7][CH2:8][CH2:9]2)[CH2:2][CH3:1])=[N:25][CH:26]=1. (5) Given the reactants [Br:1][C:2]1[CH:11]=[CH:10][C:9]2[N:8]=[CH:7][C:6]3[NH:12][C:13](=[O:26])[N:14]([C:15]4[CH:20]=[CH:19][C:18]([C:21]([CH3:25])([CH3:24])[C:22]#[N:23])=[CH:17][CH:16]=4)[C:5]=3[C:4]=2[CH:3]=1.[H-].[Na+].[N:29]1([C:35](Cl)=[O:36])[CH2:34][CH2:33][O:32][CH2:31][CH2:30]1, predict the reaction product. The product is: [Br:1][C:2]1[CH:11]=[CH:10][C:9]2[N:8]=[CH:7][C:6]3[N:12]([C:35]([N:29]4[CH2:34][CH2:33][O:32][CH2:31][CH2:30]4)=[O:36])[C:13](=[O:26])[N:14]([C:15]4[CH:20]=[CH:19][C:18]([C:21]([CH3:24])([CH3:25])[C:22]#[N:23])=[CH:17][CH:16]=4)[C:5]=3[C:4]=2[CH:3]=1.